From a dataset of Forward reaction prediction with 1.9M reactions from USPTO patents (1976-2016). Predict the product of the given reaction. (1) Given the reactants Cl[C:2]1[N:3]=[CH:4][C:5]2[N:6]([CH3:22])[C:7](=[O:21])[C:8]3([CH2:20][CH2:19]3)[CH2:9][N:10]([CH:13]3[CH2:18][CH2:17][CH2:16][CH2:15][CH2:14]3)[C:11]=2[N:12]=1.[NH2:23][C:24]1[C:38]([O:39][CH3:40])=[CH:37][C:27]([C:28]([NH:30][C@@H:31]2[CH2:35][CH2:34][N:33]([CH3:36])[CH2:32]2)=[O:29])=[C:26]([F:41])[CH:25]=1.O.C1(C)C=CC(S(O)(=O)=O)=CC=1, predict the reaction product. The product is: [CH:13]1([N:10]2[CH2:9][C:8]3([CH2:20][CH2:19]3)[C:7](=[O:21])[N:6]([CH3:22])[C:5]3[CH:4]=[N:3][C:2]([NH:23][C:24]4[C:38]([O:39][CH3:40])=[CH:37][C:27]([C:28]([NH:30][C@@H:31]5[CH2:35][CH2:34][N:33]([CH3:36])[CH2:32]5)=[O:29])=[C:26]([F:41])[CH:25]=4)=[N:12][C:11]2=3)[CH2:18][CH2:17][CH2:16][CH2:15][CH2:14]1. (2) The product is: [Cl:22][C:21]1[C:16]([N:15]2[C:11]([C:9]([NH:10][C:5]3[C:6]([C:7]([NH:34][CH:31]([CH3:33])[CH3:32])=[O:28])=[CH:29][C:2]([Cl:1])=[CH:3][C:4]=3[Cl:30])=[O:8])=[CH:12][C:13]([O:23][S:24]([CH3:27])(=[O:26])=[O:25])=[N:14]2)=[N:17][CH:18]=[CH:19][CH:20]=1. Given the reactants [Cl:1][C:2]1[CH:3]=[C:4]([Cl:30])[C:5]2[N:10]=[C:9]([C:11]3[N:15]([C:16]4[C:21]([Cl:22])=[CH:20][CH:19]=[CH:18][N:17]=4)[N:14]=[C:13]([O:23][S:24]([CH3:27])(=[O:26])=[O:25])[CH:12]=3)[O:8][C:7](=[O:28])[C:6]=2[CH:29]=1.[CH:31]([NH2:34])([CH3:33])[CH3:32], predict the reaction product.